Predict the reactants needed to synthesize the given product. From a dataset of Full USPTO retrosynthesis dataset with 1.9M reactions from patents (1976-2016). (1) Given the product [Br:1][C:2]1[CH:10]=[CH:9][CH:8]=[C:7]2[C:3]=1[CH:4]=[CH:5][N:6]2[S:30]([C:24]1[CH:25]=[C:26]([CH3:29])[CH:27]=[CH:28][C:23]=1[O:22][CH3:21])(=[O:32])=[O:31], predict the reactants needed to synthesize it. The reactants are: [Br:1][C:2]1[CH:10]=[CH:9][CH:8]=[C:7]2[C:3]=1[CH:4]=[CH:5][N:6]2S(C1C=CC(C)=CC=1)(=O)=O.[CH3:21][O:22][C:23]1[CH:28]=[CH:27][C:26]([CH3:29])=[CH:25][C:24]=1[S:30](Cl)(=[O:32])=[O:31]. (2) The reactants are: [NH2:1][C:2]1[S:3][C:4]2[CH:10]=[C:9]([O:11][C:12]3[CH:13]=[C:14]([NH:18][C:19](=[O:31])[C:20]4[CH:25]=[CH:24][CH:23]=[C:22]([C:26]([C:29]#[N:30])([CH3:28])[CH3:27])[CH:21]=4)[CH:15]=[CH:16][CH:17]=3)[CH:8]=[CH:7][C:5]=2[N:6]=1.[CH:32]1([C:35](Cl)=[O:36])[CH2:34][CH2:33]1. Given the product [C:29]([C:26]([C:22]1[CH:21]=[C:20]([CH:25]=[CH:24][CH:23]=1)[C:19]([NH:18][C:14]1[CH:15]=[CH:16][CH:17]=[C:12]([O:11][C:9]2[CH:8]=[CH:7][C:5]3[N:6]=[C:2]([NH:1][C:35]([CH:32]4[CH2:34][CH2:33]4)=[O:36])[S:3][C:4]=3[CH:10]=2)[CH:13]=1)=[O:31])([CH3:27])[CH3:28])#[N:30], predict the reactants needed to synthesize it. (3) Given the product [F:1][C:2]1[CH:3]=[C:4]2[C:12](=[CH:13][CH:14]=1)[NH:11][C:10]1[CH:9]([C:15]3[CH:20]=[CH:19][C:18]([CH3:21])=[CH:17][CH:16]=3)[N:8]([C:23]([O:25][CH2:26][C:27]3[CH:32]=[CH:31][CH:30]=[CH:29][CH:28]=3)=[O:24])[CH2:7][CH2:6][C:5]2=1, predict the reactants needed to synthesize it. The reactants are: [F:1][C:2]1[CH:3]=[C:4]2[C:12](=[CH:13][CH:14]=1)[NH:11][C:10]1[CH:9]([C:15]3[CH:20]=[CH:19][C:18]([CH3:21])=[CH:17][CH:16]=3)[NH:8][CH2:7][CH2:6][C:5]2=1.Cl[C:23]([O:25][CH2:26][C:27]1[CH:32]=[CH:31][CH:30]=[CH:29][CH:28]=1)=[O:24]. (4) The reactants are: C[N:2]1[CH:6]=[CH:5][N:4]=[C:3]1[CH2:7][N:8]([CH2:17][CH2:18][C:19]1[CH:24]=[CH:23][C:22]([S:25](=[O:28])(=[O:27])[NH2:26])=[CH:21][CH:20]=1)[CH2:9][C:10]([O:12]C(C)(C)C)=[O:11]. Given the product [C:10]([CH2:9][N:8]([CH2:7][C:3]1[N:2]([CH2:9][C:10]([OH:12])=[O:11])[CH:6]=[CH:5][N:4]=1)[CH2:17][CH2:18][C:19]1[CH:24]=[CH:23][C:22]([S:25](=[O:27])(=[O:28])[NH2:26])=[CH:21][CH:20]=1)([OH:12])=[O:11], predict the reactants needed to synthesize it. (5) The reactants are: C[O:2][C:3]1[CH:4]=[C:5]([C:14]2[CH:19]=[CH:18][N:17]=[C:16]([C:20]3[C:21]([C:26]([F:29])([F:28])[F:27])=[N:22][CH:23]=[CH:24][CH:25]=3)[N:15]=2)[CH:6]=[C:7]([N+:11]([O-:13])=[O:12])[C:8]=1[O:9]C. Given the product [N+:11]([C:7]1[CH:6]=[C:5]([C:14]2[CH:19]=[CH:18][N:17]=[C:16]([C:20]3[C:21]([C:26]([F:29])([F:28])[F:27])=[N:22][CH:23]=[CH:24][CH:25]=3)[N:15]=2)[CH:4]=[C:3]([OH:2])[C:8]=1[OH:9])([O-:13])=[O:12], predict the reactants needed to synthesize it. (6) Given the product [O:3]1[CH2:7][CH2:6][CH:5]([CH2:8][NH:9][C:10]([C:12]2[C:16]([CH2:17][OH:18])=[C:15]([CH2:19][O:20][CH2:21][C:22]3[CH:27]=[CH:26][CH:25]=[CH:24][C:23]=3[F:28])[O:14][N:13]=2)=[O:11])[CH2:4]1, predict the reactants needed to synthesize it. The reactants are: [BH4-].[Na+].[O:3]1[CH2:7][CH2:6][CH:5]([CH2:8][NH:9][C:10]([C:12]2[C:16]([CH:17]=[O:18])=[C:15]([CH2:19][O:20][CH2:21][C:22]3[CH:27]=[CH:26][CH:25]=[CH:24][C:23]=3[F:28])[O:14][N:13]=2)=[O:11])[CH2:4]1.Cl. (7) Given the product [Br:1][C:2]1[CH:3]=[C:4]2[C:13](=[CH:14][CH:15]=1)[C:12]1[N:8]([CH:9]=[C:10]([C:66]3[N:67]([CH2:23][CH:24]([O:42][CH3:43])[CH3:25])[N:19]=[C:17]([CH3:18])[N:20]=3)[N:11]=1)[CH2:7][CH2:6][O:5]2, predict the reactants needed to synthesize it. The reactants are: [Br:1][C:2]1[CH:3]=[C:4]2[C:13](=[CH:14][CH:15]=1)[C:12]1[N:8]([CH:9]=[C:10](I)[N:11]=1)[CH2:7][CH2:6][O:5]2.[C:17](=[NH:20])([NH2:19])[CH3:18].CC1(C)C2[C:43](=C(P(C3C=CC=CC=3)C3C=CC=CC=3)C=CC=2)[O:42][C:24]2[C:25](P(C3C=CC=CC=3)C3C=CC=CC=3)=CC=C[C:23]1=2.COC(C)[CH2:66][NH:67]N. (8) Given the product [O:46]=[S:43]1(=[O:47])[CH2:44][CH2:45][CH:40]([O:39][C:38]2[CH:37]=[C:36]([CH3:51])[C:35]([C:9]3[CH:32]=[CH:31][CH:30]=[C:11]([CH2:12][O:13][C:14]4[CH:15]=[CH:16][C:17]([C:20]5([CH2:24][C:25]([O:27][CH2:28][CH3:29])=[O:26])[CH2:23][O:22][CH2:21]5)=[CH:18][CH:19]=4)[CH:10]=3)=[C:49]([CH3:50])[CH:48]=2)[CH2:41][CH2:42]1, predict the reactants needed to synthesize it. The reactants are: CC1(C)C(C)(C)OB([C:9]2[CH:10]=[C:11]([CH:30]=[CH:31][CH:32]=2)[CH2:12][O:13][C:14]2[CH:19]=[CH:18][C:17]([C:20]3([CH2:24][C:25]([O:27][CH2:28][CH3:29])=[O:26])[CH2:23][O:22][CH2:21]3)=[CH:16][CH:15]=2)O1.Br[C:35]1[C:49]([CH3:50])=[CH:48][C:38]([O:39][CH:40]2[CH2:45][CH2:44][S:43](=[O:47])(=[O:46])[CH2:42][CH2:41]2)=[CH:37][C:36]=1[CH3:51].C([O-])([O-])=O.[K+].[K+].